Dataset: Catalyst prediction with 721,799 reactions and 888 catalyst types from USPTO. Task: Predict which catalyst facilitates the given reaction. (1) Product: [F:4][C:5]1[CH:6]=[C:7]([C:1]#[C:2][CH3:3])[C:8]([NH2:11])=[N:9][CH:10]=1. The catalyst class is: 356. Reactant: [CH:1]#[C:2][CH3:3].[F:4][C:5]1[CH:6]=[C:7](I)[C:8]([NH2:11])=[N:9][CH:10]=1.C(N(CC)CC)C. (2) Reactant: C1(C2C=CC=CC=2)C=CC(OCC2OC(C(O)=O)=CC=2)=CC=1.Cl.[C:24]([O:28][C:29](=[O:35])[C@H:30]1[CH2:34][CH2:33][CH2:32][NH:31]1)([CH3:27])([CH3:26])[CH3:25].Cl.C(N=C=NCCCN(C)C)C. Product: [C:24]([O:28][C:29]([CH:30]1[CH2:34][CH2:33][CH2:32][NH:31]1)=[O:35])([CH3:27])([CH3:25])[CH3:26]. The catalyst class is: 7. (3) Reactant: [CH2:1]([O:8][CH2:9][CH2:10][CH2:11][C:12]1[N:13]=[C:14]([C:31]2[CH:36]=[CH:35][C:34]([C:37]([F:40])([F:39])[F:38])=[CH:33][CH:32]=2)[S:15][C:16]=1[CH2:17][O:18][C:19]1[CH:28]=[CH:27][C:22]([C:23]([NH:25][OH:26])=[NH:24])=[C:21]([O:29][CH3:30])[CH:20]=1)[C:2]1[CH:7]=[CH:6][CH:5]=[CH:4][CH:3]=1.Cl[C:42](OC1C=CC=CC=1)=[O:43].C(N(C(C)C)CC)(C)C. Product: [CH2:1]([O:8][CH2:9][CH2:10][CH2:11][C:12]1[N:13]=[C:14]([C:31]2[CH:32]=[CH:33][C:34]([C:37]([F:39])([F:40])[F:38])=[CH:35][CH:36]=2)[S:15][C:16]=1[CH2:17][O:18][C:19]1[CH:28]=[CH:27][C:22]([C:23]2[NH:24][C:42](=[O:43])[O:26][N:25]=2)=[C:21]([O:29][CH3:30])[CH:20]=1)[C:2]1[CH:7]=[CH:6][CH:5]=[CH:4][CH:3]=1. The catalyst class is: 7. (4) Reactant: [NH2:1][C:2]1[CH:14]=[C:13]2[C:5]([C:6]3[CH:7]=[C:8]([C:22]4[C:23]([CH3:28])=[N:24][O:25][C:26]=4[CH3:27])[CH:9]=[C:10]([C:19]([NH2:21])=[O:20])[C:11]=3[N:12]2[CH2:15][CH:16]2[CH2:18][CH2:17]2)=[CH:4][CH:3]=1.C([O-])([O-])=O.[Na+].[Na+].Cl[CH2:36][CH2:37][O:38][CH2:39][CH2:40]Cl. Product: [CH:16]1([CH2:15][N:12]2[C:11]3[C:10]([C:19]([NH2:21])=[O:20])=[CH:9][C:8]([C:22]4[C:23]([CH3:28])=[N:24][O:25][C:26]=4[CH3:27])=[CH:7][C:6]=3[C:5]3[C:13]2=[CH:14][C:2]([N:1]2[CH2:40][CH2:39][O:38][CH2:37][CH2:36]2)=[CH:3][CH:4]=3)[CH2:18][CH2:17]1. The catalyst class is: 3. (5) Reactant: [Br:1][C:2]1[C:3]([CH3:11])=[C:4]([NH2:10])[C:5]([CH3:9])=[CH:6][C:7]=1[CH3:8].[F:12][C:13]([F:24])([F:23])[C:14]1[CH:15]=[C:16]([CH:20]=[CH:21][CH:22]=1)[C:17](Cl)=[O:18].C(N(CC)CC)C. The catalyst class is: 2. Product: [Br:1][C:2]1[C:3]([CH3:11])=[C:4]([NH:10][C:17](=[O:18])[C:16]2[CH:20]=[CH:21][CH:22]=[C:14]([C:13]([F:12])([F:23])[F:24])[CH:15]=2)[C:5]([CH3:9])=[CH:6][C:7]=1[CH3:8]. (6) Reactant: Cl[C:2]1[C:11]2=[N:12][N:13](CC3C=CC(OC)=CC=3)[CH:14]=[C:10]2[C:9]2[CH:8]=[CH:7][CH:6]=[C:5]([O:24][CH3:25])[C:4]=2[N:3]=1.[O:26]1[CH2:31][CH2:30][O:29][C:28]2[CH:32]=[C:33]([NH2:36])[CH:34]=[CH:35][C:27]1=2.Cl. Product: [O:26]1[C:27]2[CH:35]=[CH:34][C:33]([NH:36][C:2]3[C:11]4=[N:12][NH:13][CH:14]=[C:10]4[C:9]4[CH:8]=[CH:7][CH:6]=[C:5]([O:24][CH3:25])[C:4]=4[N:3]=3)=[CH:32][C:28]=2[O:29][CH2:30][CH2:31]1. The catalyst class is: 71.